This data is from Reaction yield outcomes from USPTO patents with 853,638 reactions. The task is: Predict the reaction yield, written as a fraction of the theoretical maximum amount of product (1.0 means a 100% yield; for example, 0.34 means a 34% yield). No catalyst specified. The yield is 0.550. The product is [Cl:1][C:2]1[CH:3]=[C:4]([S:8]([NH:11][C:12]2[CH:20]=[CH:19][C:15]([C:16]([O:18][CH2:22][C:23]3[CH:28]=[CH:27][CH:26]=[CH:25][CH:24]=3)=[O:17])=[C:14]([OH:21])[CH:13]=2)(=[O:9])=[O:10])[S:5][C:6]=1[Cl:7]. The reactants are [Cl:1][C:2]1[CH:3]=[C:4]([S:8]([NH:11][C:12]2[CH:20]=[CH:19][C:15]([C:16]([OH:18])=[O:17])=[C:14]([OH:21])[CH:13]=2)(=[O:10])=[O:9])[S:5][C:6]=1[Cl:7].[CH2:22](O)[C:23]1[CH:28]=[CH:27][CH:26]=[CH:25][CH:24]=1.